From a dataset of Forward reaction prediction with 1.9M reactions from USPTO patents (1976-2016). Predict the product of the given reaction. (1) Given the reactants [CH2:1]([C:3]1[CH:8]=[CH:7][CH:6]=[C:5]([CH2:9][CH3:10])[C:4]=1[C:11]1[N:16]=[CH:15][C:14]([CH:17]([OH:21])[CH2:18][CH2:19][CH3:20])=[C:13]([O:22][CH2:23][CH3:24])[CH:12]=1)[CH3:2].[CH2:25]([O:27][C:28]1[CH:29]=[C:30](O)[CH:31]=[CH:32][CH:33]=1)[CH3:26].C1(P(C2C=CC=CC=2)C2C=CC=CC=2)C=CC=CC=1.CCOC(/N=N/C(OCC)=O)=O.[NH4+].[Cl-], predict the reaction product. The product is: [CH2:1]([C:3]1[CH:8]=[CH:7][CH:6]=[C:5]([CH2:9][CH3:10])[C:4]=1[C:11]1[CH:12]=[C:13]([O:22][CH2:23][CH3:24])[C:14]([CH:17]([O:21][C:32]2[CH:31]=[CH:30][CH:29]=[C:28]([O:27][CH2:25][CH3:26])[CH:33]=2)[CH2:18][CH2:19][CH3:20])=[CH:15][N:16]=1)[CH3:2]. (2) Given the reactants Br[C:2]1[CH:17]=[CH:16][C:5]([O:6][C:7]2[C:12]3[CH:13]=[CH:14][O:15][C:11]=3[CH:10]=[CH:9][N:8]=2)=[CH:4][C:3]=1[C:18]([F:21])([F:20])[F:19].[CH3:22][C:23]1([CH3:39])[C:27]([CH3:29])([CH3:28])[O:26][B:25]([B:25]2[O:26][C:27]([CH3:29])([CH3:28])[C:23]([CH3:39])([CH3:22])[O:24]2)[O:24]1.C([O-])(=O)C.[K+].COC1C=C(C=CC=1B1OC(C)(C)C(C)(C)O1)OC1C2C=COC=2C=CN=1, predict the reaction product. The product is: [CH3:22][C:23]1([CH3:39])[C:27]([CH3:29])([CH3:28])[O:26][B:25]([C:2]2[CH:17]=[CH:16][C:5]([O:6][C:7]3[C:12]4[CH:13]=[CH:14][O:15][C:11]=4[CH:10]=[CH:9][N:8]=3)=[CH:4][C:3]=2[C:18]([F:21])([F:20])[F:19])[O:24]1. (3) Given the reactants CN(C(ON1N=NC2C=CC=NC1=2)=[N+](C)C)C.F[P-](F)(F)(F)(F)F.[Br:25][C:26]1[N:30]2[CH:31]=[C:32]([C:39]3[CH:40]=[N:41][NH:42][CH:43]=3)[CH:33]=[C:34]([C:35]([F:38])([F:37])[F:36])[C:29]2=[N:28][C:27]=1[C:44](O)=[O:45].[CH3:47][C:48]([O:51][C:52]([NH:54][CH:55]1[CH2:58][NH:57][CH2:56]1)=[O:53])([CH3:50])[CH3:49], predict the reaction product. The product is: [C:48]([O:51][C:52](=[O:53])[NH:54][CH:55]1[CH2:58][N:57]([C:44]([C:27]2[N:28]=[C:29]3[C:34]([C:35]([F:38])([F:36])[F:37])=[CH:33][C:32]([C:39]4[CH:40]=[N:41][NH:42][CH:43]=4)=[CH:31][N:30]3[C:26]=2[Br:25])=[O:45])[CH2:56]1)([CH3:50])([CH3:47])[CH3:49]. (4) The product is: [C:10]([Sn:14]([CH2:15][CH2:16][CH2:17][CH3:18])([CH2:19][CH2:20][CH2:21][CH3:22])[CH2:7][CH2:6][CH2:5][CH3:9])#[CH:11].[Cl-:4]. Given the reactants C([Mg][Cl:4])#C.[CH2:5]1[CH2:9]O[CH2:7][CH2:6]1.[CH2:10]([Sn:14](Cl)([CH2:19][CH2:20][CH2:21][CH3:22])[CH2:15][CH2:16][CH2:17][CH3:18])[CH2:11]CC, predict the reaction product. (5) Given the reactants [CH:1]1[C:10]2[CH2:9][CH2:8][CH2:7][CH2:6][C:5]=2[CH:4]=[CH:3][C:2]=1[NH:11][NH2:12].[C:13](OCC)(=[O:18])[CH2:14][C:15]([CH3:17])=O, predict the reaction product. The product is: [CH3:17][C:15]1[CH2:14][C:13](=[O:18])[N:11]([C:2]2[CH:3]=[CH:4][C:5]3[CH2:6][CH2:7][CH2:8][CH2:9][C:10]=3[CH:1]=2)[N:12]=1.